The task is: Predict the product of the given reaction.. This data is from Forward reaction prediction with 1.9M reactions from USPTO patents (1976-2016). (1) The product is: [ClH:48].[CH2:7]1[C:8]2[C:3](=[C:2]([NH:1][S:45]([C:38]3[C:39]4[C:44](=[CH:43][CH:42]=[CH:41][CH:40]=4)[C:35]([CH3:34])=[CH:36][CH:37]=3)(=[O:47])=[O:46])[CH:11]=[CH:10][CH:9]=2)[CH2:4][CH2:5][NH:6]1. Given the reactants [NH2:1][C:2]1[CH:11]=[CH:10][CH:9]=[C:8]2[C:3]=1[CH2:4][CH2:5][N:6](C(OC(C)(C)C)=O)[CH2:7]2.N1C=CC=CC=1.CN(C1C=CC=CN=1)C.[CH3:34][C:35]1[C:44]2[C:39](=[CH:40][CH:41]=[CH:42][CH:43]=2)[C:38]([S:45]([Cl:48])(=[O:47])=[O:46])=[CH:37][CH:36]=1, predict the reaction product. (2) Given the reactants [NH2:1][C:2]1[N:7]([CH3:8])[C:6](=[O:9])[CH2:5][C:4]([C:11]2[CH:16]=[CH:15][CH:14]=[C:13](Br)[CH:12]=2)([CH3:10])[N:3]=1.[Br:18][C:19]1[CH:20]=[C:21](B(O)[OH:27])[C:22]([F:25])=[N:23][CH:24]=1, predict the reaction product. The product is: [C:6]([OH:9])(=[O:27])[CH3:5].[NH2:1][C:2]1[N:7]([CH3:8])[C:6](=[O:9])[CH2:5][C:4]([C:11]2[CH:16]=[CH:15][CH:14]=[C:13]([C:21]3[C:22]([F:25])=[N:23][CH:24]=[C:19]([Br:18])[CH:20]=3)[CH:12]=2)([CH3:10])[N:3]=1.